Task: Predict the product of the given reaction.. Dataset: Forward reaction prediction with 1.9M reactions from USPTO patents (1976-2016) (1) The product is: [NH2:11][C@H:12]([C:14]1[CH:26]=[CH:25][C:17]([C:18]([O:20][C:21]([CH3:23])([CH3:22])[CH3:24])=[O:19])=[CH:16][CH:15]=1)[CH3:13]. Given the reactants C(OC([NH:11][C@H:12]([C:14]1[CH:26]=[CH:25][C:17]([C:18]([O:20][C:21]([CH3:24])([CH3:23])[CH3:22])=[O:19])=[CH:16][CH:15]=1)[CH3:13])=O)C1C=CC=CC=1, predict the reaction product. (2) Given the reactants [NH2:1][C:2]([CH3:6])([CH3:5])[CH2:3][OH:4].[Br:7][C:8]1[CH:9]=[C:10]([S:14](Cl)(=[O:16])=[O:15])[CH:11]=[CH:12][CH:13]=1, predict the reaction product. The product is: [Br:7][C:8]1[CH:9]=[C:10]([S:14]([NH:1][C:2]([CH3:6])([CH3:5])[CH2:3][OH:4])(=[O:16])=[O:15])[CH:11]=[CH:12][CH:13]=1. (3) Given the reactants [N].N1C=CC=C1.[C:7]([C:9]1[C:10]([C:20]2[CH:25]=[CH:24][C:23]([C:26]3[S:27][CH:28]=[CH:29][C:30]=3[N+:31]([O-:33])=[O:32])=[CH:22][CH:21]=2)=[C:11]([C:15]([O:17][CH2:18][CH3:19])=[O:16])[N:12]([CH3:14])[CH:13]=1)#[N:8].[Br:34]NC(=O)CCC(N)=O, predict the reaction product. The product is: [Br:34][C:13]1[N:12]([CH3:14])[C:11]([C:15]([O:17][CH2:18][CH3:19])=[O:16])=[C:10]([C:20]2[CH:21]=[CH:22][C:23]([C:26]3[S:27][CH:28]=[CH:29][C:30]=3[N+:31]([O-:33])=[O:32])=[CH:24][CH:25]=2)[C:9]=1[C:7]#[N:8]. (4) Given the reactants [C:1]([O:4][CH2:5][C:6]([CH3:33])([CH:10]([C:17]1[CH:18]=[C:19]2[C:23](=[CH:24][CH:25]=1)[N:22]([C:26]1[CH:31]=[CH:30][C:29]([F:32])=[CH:28][CH:27]=1)[N:21]=[CH:20]2)[C:11]1[CH:16]=[CH:15][CH:14]=[CH:13][CH:12]=1)[C:7]([OH:9])=O)(=[O:3])[CH3:2].[S:34]1[CH:38]=[N:37][N:36]=[C:35]1[NH2:39], predict the reaction product. The product is: [C:1]([O:4][CH2:5][C:6]([CH:10]([C:17]1[CH:18]=[C:19]2[C:23](=[CH:24][CH:25]=1)[N:22]([C:26]1[CH:27]=[CH:28][C:29]([F:32])=[CH:30][CH:31]=1)[N:21]=[CH:20]2)[C:11]1[CH:12]=[CH:13][CH:14]=[CH:15][CH:16]=1)([CH3:33])[C:7]([NH:39][C:35]1[S:34][CH:38]=[N:37][N:36]=1)=[O:9])(=[O:3])[CH3:2].